Binary Classification. Given a miRNA mature sequence and a target amino acid sequence, predict their likelihood of interaction. From a dataset of Experimentally validated miRNA-target interactions with 360,000+ pairs, plus equal number of negative samples. (1) The miRNA is mmu-miR-669f-3p with sequence CAUAUACAUACACACACACGUAU. The protein sequence of the target gene is MAVACAAPGSTFSKQLLFFLLVLVLFCDACQKVSLHVPSHLKAETPVGKVNLEECLKSPSLILSSDPAFRILEDGTIYTTHDLLLSSEKRGFSILLSDGQGQEQKKLEVVLSAREKKVFRKRHTKEPVHNRSKRRWAPIPCSLMENSLGPFPQHIQQIQSDAAQNYTIFYSISGPGVDKEPYNLFYIEKDTGDIYCTRSIDREQYDQFLVYGYATTADGYAPDYPLPLLFKVEDDNDNAPYFETKLTVFSVPENCRSGTSVGQVTAIDKDEPGTLHTRLKYKILQQIPDQPKHFSIHPDT.... Result: 0 (no interaction). (2) The miRNA is hsa-miR-363-5p with sequence CGGGUGGAUCACGAUGCAAUUU. The protein sequence of the target gene is MAADGQCSLPASWRPVTLTHVEYPAGDLSGHLLAYLSLSPVFVIVGFVTLIIFKRELHTISFLGGLALNEGVNWLIKNVIQEPRPCGGPHTAVGTKYGMPSSHSQFMWFFSVYSFLFLYLRMHQTNNARFLDLLWRHVLSLGLLAVAFLVSYSRVYLLYHTWSQVLYGGIAGGLMAIAWFIFTQEVLTPLFPRIAAWPVSEFFLIRDTSLIPNVLWFEYTVTRAEARNRQRKLGTKLQ. Result: 0 (no interaction). (3) The miRNA is hsa-miR-3149 with sequence UUUGUAUGGAUAUGUGUGUGUAU. The protein sequence of the target gene is MGSLSGLRLAAGSCFRLCERDVSSSLRLTRSSDLKRINGFCTKPQESPGAPSRTYNRVPLHKPTDWQKKILIWSGRFKKEDEIPETVSLEMLDAAKNKMRVKISYLMIALTVVGCIFMVIEGKKAAQRHETLTSLNLEKKARLKEEAAMKAKTE. Result: 0 (no interaction). (4) Result: 0 (no interaction). The protein sequence of the target gene is MSNKFLGTWKLVSSENFDDYMKALGVGLATRKLGNLAKPTVIISKKGDIITIRTESTFKNTEISFKLGQEFEETTADNRKTKSIVTLQRGSLNQVQRWDGKETTIKRKLVNGKMVAECKMKGVVCTRIYEKV. The miRNA is hsa-miR-548at-5p with sequence AAAAGUUAUUGCGGUUUUGGCU. (5) The miRNA is hsa-miR-4803 with sequence UAACAUAAUAGUGUGGAUUGA. The protein sequence of the target gene is MKGGEGDTGEQAPLNPEVDSPAGSATYREFVHRGYLDLMGASQHSLRALSWRRLYLSRAKLKASSRTSALLSGFAMVAMVEVQLENDHEYPPGLLVAFSACTTVLVAVHLFALMVSTCLLPHIEAVSNIHNLNSVHQSPHQRLHRYVELAWGFSTALGTFLFLAEVVLVGWVKFVPIGAPMGKPAPVVPMSQVPPVTVSLSLASNLTPSSASITTSQQPSKACPPRQVCDSAHGPGWQAAMASTAIMVPVGLVFMAFALHFYRSLVAHKTDRHKQELEELSRLQGELQAV. Result: 0 (no interaction). (6) The miRNA is hsa-miR-3184-5p with sequence UGAGGGGCCUCAGACCGAGCUUUU. The protein sequence of the target gene is MQESQDTHMSSHLDEVVAAVSVTSKNRIPNKLLQTALFQPPREKLHLCEERAKSYSSSREYKQAIQELVRCVALTRICYGDWHWKLAEAYVNLAQGYLQLKGLSLQAKQHAEKAKEILANSIESPCHNKTDIFKCSLELFYTLGRALLSLQKFKDASENLIKAERLSKEMLQCGNIVKEEWIEIQSRIKLSFAQLYQGQKRSKEAFPFYQKALEYTEITKDEKSLECVQVLRELAGVEQALGLYAAAISHFSRDRLPTPQPCPLGHKCCCPSPFLSPVLNVTWRPFYSSQVDEEEAHLII.... Result: 0 (no interaction). (7) The miRNA is hsa-miR-3179 with sequence AGAAGGGGUGAAAUUUAAACGU. The protein sequence of the target gene is MRDPVSSQYSSFLFWRMPIPELDLSELEGLGLSDTATYKVKDSSVGKMIGQATAADQEKNPEGDGLLEYSTFNFWRAPIASIHSFELDLL. Result: 1 (interaction). (8) The miRNA is hsa-miR-1252-5p with sequence AGAAGGAAAUUGAAUUCAUUUA. The protein sequence of the target gene is MSDLLLLGLIGGLTLLLLLTLLAFAGYSGLLAGVEVSAGSPPIRNVTVAYKFHMGLYGETGRLFTESCSISPKLRSIAVYYDNPHMVPPDKCRCAVGSILSEGEESPSPELIDLYQKFGFKVFSFPAPSHVVTATFPYTTILSIWLATRRVHPALDTYIKERKLCAYPRLEIYQEDQIHFMCPLARQGDFYVPEMKETEWKWRGLVEAIDTQVDGTGADTMSDTSSVSLEVSPGSRETSAATLSPGASSRGWDDGDTRSEHSYSESGASGSSFEELDLEGEGPLGESRLDPGTEPLGTTK.... Result: 0 (no interaction). (9) The miRNA is rno-miR-378a-3p with sequence ACUGGACUUGGAGUCAGAAGG. The protein sequence of the target gene is MRLLVAPLLLAWVAGATAAVPVVPWHVPCPPQCACQIRPWYTPRSSYREATTVDCNDLFLTAVPPALPAGTQTLLLQSNSIVRVDQSELGYLANLTELDLSQNSFSDARDCDFHALPQLLSLHLEENQLTRLEDHSFAGLASLQELYLNHNQLYRIAPRAFSGLSNLLRLHLNSNLLRAIDSRWFEMLPNLEILMIGGNKVDAILDMNFRPLANLRSLVLAGMNLREISDYALEGLQSLESLSFYDNQLARVPRRALEQVPGLKFLDLNKNPLQRVGPGDFANMLHLKELGLNNMEELVS.... Result: 0 (no interaction).